Dataset: Reaction yield outcomes from USPTO patents with 853,638 reactions. Task: Predict the reaction yield, written as a fraction of the theoretical maximum amount of product (1.0 means a 100% yield; for example, 0.34 means a 34% yield). (1) The reactants are [CH3:1][Mg]Br.[F:4][C:5]1[N:10]=[CH:9][C:8]([CH:11]=[O:12])=[CH:7][CH:6]=1. The catalyst is C1COCC1. The product is [F:4][C:5]1[N:10]=[CH:9][C:8]([CH:11]([OH:12])[CH3:1])=[CH:7][CH:6]=1. The yield is 0.680. (2) The reactants are Cl.[S:2]([N:12]1[C:16]2[N:17]=[CH:18][C:19]3[N:20]([C:21]([C@@H:24]4[CH2:28][CH2:27][C@H:26]([NH2:29])[CH2:25]4)=[N:22][N:23]=3)[C:15]=2[CH:14]=[CH:13]1)([C:5]1[CH:11]=[CH:10][C:8]([CH3:9])=[CH:7][CH:6]=1)(=[O:4])=[O:3].C(O)CC.Cl[C:35]1[N:36]=[CH:37][C:38]([C:41]#[N:42])=[N:39][CH:40]=1.CCN(C(C)C)C(C)C. The catalyst is C(Cl)Cl. The product is [S:2]([N:12]1[C:16]2[N:17]=[CH:18][C:19]3[N:20]([C:21]([C@@H:24]4[CH2:28][CH2:27][C@H:26]([NH:29][C:35]5[N:36]=[CH:37][C:38]([C:41]#[N:42])=[N:39][CH:40]=5)[CH2:25]4)=[N:22][N:23]=3)[C:15]=2[CH:14]=[CH:13]1)([C:5]1[CH:11]=[CH:10][C:8]([CH3:9])=[CH:7][CH:6]=1)(=[O:4])=[O:3]. The yield is 0.800. (3) The reactants are [Br:1][C:2]1[CH:6]=[N:5][N:4]([CH3:7])[C:3]=1[C:8]1[CH:9]=[C:10]([NH2:16])[CH:11]=[CH:12][C:13]=1[O:14][CH3:15].[C:17]1([C:26]2[CH:31]=[CH:30][CH:29]=[CH:28][CH:27]=2)[C:18]([N:23]=[C:24]=[O:25])=[CH:19][CH:20]=[CH:21][CH:22]=1. The catalyst is C(Cl)Cl. The product is [C:17]1([C:26]2[CH:31]=[CH:30][CH:29]=[CH:28][CH:27]=2)[CH:22]=[CH:21][CH:20]=[CH:19][C:18]=1[NH:23][C:24]([NH:16][C:10]1[CH:11]=[CH:12][C:13]([O:14][CH3:15])=[C:8]([C:3]2[N:4]([CH3:7])[N:5]=[CH:6][C:2]=2[Br:1])[CH:9]=1)=[O:25]. The yield is 0.510.